The task is: Regression. Given a peptide amino acid sequence and an MHC pseudo amino acid sequence, predict their binding affinity value. This is MHC class II binding data.. This data is from Peptide-MHC class II binding affinity with 134,281 pairs from IEDB. The peptide sequence is YQRSEEEKFPYIMGD. The binding affinity (normalized) is 0.203. The MHC is DRB4_0101 with pseudo-sequence DRB4_0103.